Dataset: Reaction yield outcomes from USPTO patents with 853,638 reactions. Task: Predict the reaction yield, written as a fraction of the theoretical maximum amount of product (1.0 means a 100% yield; for example, 0.34 means a 34% yield). (1) The reactants are Br[C:2]1[N:7]=[C:6]([N:8]([CH2:16][C:17]2([O:23][CH3:24])[CH2:22][CH2:21][O:20][CH2:19][CH2:18]2)[C:9](=[O:15])[O:10][C:11]([CH3:14])([CH3:13])[CH3:12])[CH:5]=[CH:4][CH:3]=1.[Cl:25][C:26]1[C:27](B(O)O)=[CH:28][C:29]([F:32])=[N:30][CH:31]=1.C(Cl)Cl.COCCOC. The catalyst is CCOC(C)=O.C1C=CC(P(C2C=CC=CC=2)[C-]2C=CC=C2)=CC=1.C1C=CC(P(C2C=CC=CC=2)[C-]2C=CC=C2)=CC=1.Cl[Pd]Cl.[Fe+2]. The product is [Cl:25][C:26]1[C:27]([C:2]2[CH:3]=[CH:4][CH:5]=[C:6]([N:8]([CH2:16][C:17]3([O:23][CH3:24])[CH2:22][CH2:21][O:20][CH2:19][CH2:18]3)[C:9](=[O:15])[O:10][C:11]([CH3:13])([CH3:14])[CH3:12])[N:7]=2)=[CH:28][C:29]([F:32])=[N:30][CH:31]=1. The yield is 0.570. (2) The reactants are Br[C:2]1[C:7](=[O:8])[N:6]([CH2:9][C:10]2[CH:15]=[CH:14][C:13]([C:16]3[C:17]([C:22]#[N:23])=[CH:18][CH:19]=[CH:20][CH:21]=3)=[CH:12][CH:11]=2)[C:5]([CH2:24][CH2:25][CH3:26])=[N:4][C:3]=1[CH2:27][CH3:28].[CH2:29]([O:31][C:32]1[N:37]=[CH:36][C:35](B(O)O)=[CH:34][CH:33]=1)[CH3:30].C(=O)([O-])[O-].[Cs+].[Cs+].O1CCOCC1. The catalyst is C(OCC)(=O)C.C1C=CC(P(C2C=CC=CC=2)[C-]2C=CC=C2)=CC=1.C1C=CC(P(C2C=CC=CC=2)[C-]2C=CC=C2)=CC=1.Cl[Pd]Cl.[Fe+2].ClCCl. The product is [CH2:29]([O:31][C:32]1[N:37]=[CH:36][C:35]([C:2]2[C:7](=[O:8])[N:6]([CH2:9][C:10]3[CH:15]=[CH:14][C:13]([C:16]4[C:17]([C:22]#[N:23])=[CH:18][CH:19]=[CH:20][CH:21]=4)=[CH:12][CH:11]=3)[C:5]([CH2:24][CH2:25][CH3:26])=[N:4][C:3]=2[CH2:27][CH3:28])=[CH:34][CH:33]=1)[CH3:30]. The yield is 0.980. (3) The reactants are [CH3:1][N:2]1[C:6]([CH:7]=[O:8])=[C:5]([B:9]2[O:13][C:12]([CH3:15])([CH3:14])[C:11]([CH3:17])([CH3:16])[O:10]2)[CH:4]=[N:3]1.[BH4-].[Na+]. The catalyst is CO. The product is [CH3:1][N:2]1[C:6]([CH2:7][OH:8])=[C:5]([B:9]2[O:13][C:12]([CH3:15])([CH3:14])[C:11]([CH3:17])([CH3:16])[O:10]2)[CH:4]=[N:3]1. The yield is 0.320.